This data is from Catalyst prediction with 721,799 reactions and 888 catalyst types from USPTO. The task is: Predict which catalyst facilitates the given reaction. (1) Reactant: [F:1][C:2]1[CH:7]=[CH:6][C:5]([C:8]2[S:16][C:15]3[CH2:14][CH2:13][NH:12][C:11](=[O:17])[C:10]=3[CH:9]=2)=[CH:4][CH:3]=1.I[C:19]1[CH:20]=[N:21][CH:22]=[CH:23][C:24]=1[CH3:25].P([O-])([O-])([O-])=O.[K+].[K+].[K+].Cl. Product: [F:1][C:2]1[CH:3]=[CH:4][C:5]([C:8]2[S:16][C:15]3[CH2:14][CH2:13][N:12]([C:19]4[CH:20]=[N:21][CH:22]=[CH:23][C:24]=4[CH3:25])[C:11](=[O:17])[C:10]=3[CH:9]=2)=[CH:6][CH:7]=1. The catalyst class is: 246. (2) Reactant: C[O:2][C:3]1[CH:4]=[C:5]2[C:10](=[CH:11][CH:12]=1)[N:9]=[CH:8][C:7]([C:13]([OH:15])=[O:14])=[CH:6]2.B(Br)(Br)Br. Product: [OH:2][C:3]1[CH:4]=[C:5]2[C:10](=[CH:11][CH:12]=1)[N:9]=[CH:8][C:7]([C:13]([OH:15])=[O:14])=[CH:6]2. The catalyst class is: 4.